This data is from Catalyst prediction with 721,799 reactions and 888 catalyst types from USPTO. The task is: Predict which catalyst facilitates the given reaction. (1) Reactant: [Cl:1][C:2]1[CH:7]=[C:6]([F:8])[CH:5]=[CH:4][C:3]=1[C@H:9]1[C:14]([C:15]([O:17][CH2:18][CH3:19])=[O:16])=[C:13]([CH2:20]Br)[NH:12][C:11]([C:22]2[S:23][CH:24]=[CH:25][N:26]=2)=[N:10]1.[NH:27]1[CH2:32][CH2:31][O:30][CH2:29][CH2:28]1. Product: [Cl:1][C:2]1[CH:7]=[C:6]([F:8])[CH:5]=[CH:4][C:3]=1[C@H:9]1[C:14]([C:15]([O:17][CH2:18][CH3:19])=[O:16])=[C:13]([CH2:20][N:27]2[CH2:32][CH2:31][O:30][CH2:29][CH2:28]2)[NH:12][C:11]([C:22]2[S:23][CH:24]=[CH:25][N:26]=2)=[N:10]1. The catalyst class is: 8. (2) Reactant: Cl[C:2]1[C:7]([C:8]2[CH:13]=[CH:12][C:11]([Br:14])=[CH:10][CH:9]=2)=[C:6]([Cl:15])[N:5]=[CH:4][N:3]=1.[K].[CH3:17][O:18][CH2:19][CH2:20][NH:21][S:22]([NH2:25])(=[O:24])=[O:23]. Product: [Cl:15][C:6]1[N:5]=[CH:4][N:3]=[C:2]([NH:25][S:22](=[O:24])(=[O:23])[NH:21][CH2:20][CH2:19][O:18][CH3:17])[C:7]=1[C:8]1[CH:13]=[CH:12][C:11]([Br:14])=[CH:10][CH:9]=1. The catalyst class is: 3. (3) Reactant: [CH:1]1([N:7]2[CH2:12][CH2:11][CH2:10][CH2:9][C:8]2=[O:13])[CH2:6][CH2:5][CH2:4][CH2:3][CH2:2]1.C[Si]([N-][Si](C)(C)C)(C)C.[Li+].Br[CH2:25][C:26]1[C:31]([F:32])=[CH:30][CH:29]=[CH:28][C:27]=1[Cl:33]. Product: [Cl:33][C:27]1[CH:28]=[CH:29][CH:30]=[C:31]([F:32])[C:26]=1[CH2:25][CH:9]1[CH2:10][CH2:11][CH2:12][N:7]([CH:1]2[CH2:2][CH2:3][CH2:4][CH2:5][CH2:6]2)[C:8]1=[O:13]. The catalyst class is: 1. (4) Reactant: [CH3:1][N:2]([CH3:22])[C:3](=[O:21])[CH:4]([NH:13][C:14](=[O:20])[O:15][C:16]([CH3:19])([CH3:18])[CH3:17])[CH2:5][C:6]1[CH:11]=[CH:10][CH:9]=[C:8]([OH:12])[CH:7]=1.F[C:24]1[CH:33]=[CH:32][C:27]([C:28]([O:30][CH3:31])=[O:29])=[CH:26][CH:25]=1.C(=O)([O-])[O-].[Cs+].[Cs+]. Product: [C:16]([O:15][C:14]([NH:13][CH:4]([C:3]([N:2]([CH3:1])[CH3:22])=[O:21])[CH2:5][C:6]1[CH:7]=[C:8]([CH:9]=[CH:10][CH:11]=1)[O:12][C:24]1[CH:33]=[CH:32][C:27]([C:28]([O:30][CH3:31])=[O:29])=[CH:26][CH:25]=1)=[O:20])([CH3:17])([CH3:18])[CH3:19]. The catalyst class is: 115. (5) Reactant: [N+](C1C=C([N+]([O-])=O)C=CC=1[O-])([O-])=O.[NH2:14][N+:15]1[CH:20]=[CH:19][CH:18]=[C:17]([CH2:21][OH:22])[CH:16]=1.C(=O)([O-])[O-].[K+].[K+].[C:29]([O:34][CH2:35][CH3:36])(=[O:33])[C:30]#[C:31][CH3:32].O. Product: [OH:22][CH2:21][C:17]1[C:16]2[N:15]([N:14]=[C:31]([CH3:32])[C:30]=2[C:29]([O:34][CH2:35][CH3:36])=[O:33])[CH:20]=[CH:19][CH:18]=1. The catalyst class is: 9. (6) Reactant: [CH2:1]([NH:5][C:6]([C:8]1[S:9][CH:10]=[CH:11][C:12]=1[C:13]([OH:15])=O)=[O:7])[CH2:2][CH2:3][CH3:4].C(NC(C1C=CSC=1C(O)=O)=O)CCC. Product: [CH2:1]([N:5]1[C:13](=[O:15])[C:12]2[CH:11]=[CH:10][S:9][C:8]=2[C:6]1=[O:7])[CH2:2][CH2:3][CH3:4]. The catalyst class is: 309. (7) Reactant: [Br:1][C:2]1[CH:7]=[CH:6][C:5]([S:8](Cl)(=O)=O)=[C:4]([C:12]([F:15])([F:14])[F:13])[CH:3]=1.O.Cl.C(CCP(CCC(O)=O)CCC(O)=O)(O)=O. Product: [Br:1][C:2]1[CH:7]=[CH:6][C:5]([SH:8])=[C:4]([C:12]([F:15])([F:13])[F:14])[CH:3]=1. The catalyst class is: 12.